This data is from Reaction yield outcomes from USPTO patents with 853,638 reactions. The task is: Predict the reaction yield, written as a fraction of the theoretical maximum amount of product (1.0 means a 100% yield; for example, 0.34 means a 34% yield). (1) The reactants are [NH:1]1[C:9]2[C:4](=[CH:5][C:6]([C:10]3[NH:11][C:12]4[N:13]([N:17]=[CH:18][C:19]=4[C:20](O)=[O:21])[C:14](=[O:16])[CH:15]=3)=[CH:7][CH:8]=2)[CH:3]=[N:2]1.C1N=CN(C(N2C=NC=C2)=O)C=1.[CH2:35]([NH2:38])[C:36]#[CH:37]. The catalyst is CN(C=O)C. The product is [NH:1]1[C:9]2[C:4](=[CH:5][C:6]([C:10]3[NH:11][C:12]4[N:13]([N:17]=[CH:18][C:19]=4[C:20]([NH:38][CH2:35][C:36]#[CH:37])=[O:21])[C:14](=[O:16])[CH:15]=3)=[CH:7][CH:8]=2)[CH:3]=[N:2]1. The yield is 0.800. (2) The reactants are C[O:2][C:3](=[O:30])[C:4]1[CH:9]=[CH:8][CH:7]=[C:6]([CH2:10][C:11]2[CH:16]=[CH:15][C:14]([CH2:17][NH:18][C:19]3[CH:24]=[CH:23][C:22]([C:25](=[O:27])[CH3:26])=[C:21]([OH:28])[C:20]=3[CH3:29])=[CH:13][CH:12]=2)[CH:5]=1.O[Li].O. The catalyst is C1COCC1.O. The product is [C:25]([C:22]1[CH:23]=[CH:24][C:19]([NH:18][CH2:17][C:14]2[CH:15]=[CH:16][C:11]([CH2:10][C:6]3[CH:5]=[C:4]([CH:9]=[CH:8][CH:7]=3)[C:3]([OH:30])=[O:2])=[CH:12][CH:13]=2)=[C:20]([CH3:29])[C:21]=1[OH:28])(=[O:27])[CH3:26]. The yield is 0.460.